Dataset: Forward reaction prediction with 1.9M reactions from USPTO patents (1976-2016). Task: Predict the product of the given reaction. (1) Given the reactants [CH:1]1[CH:2]=[C:3]([CH2:6][NH:7][C:8]2[C:13]([C:14]([OH:16])=[O:15])=[CH:12][C:11]([S:17]([NH2:20])(=[O:19])=[O:18])=[C:10]([Cl:21])[CH:9]=2)[O:4][CH:5]=1.C1N=CN(C(N2C=NC=C2)=O)C=1.[C:34]1([CH2:40][CH2:41]O)[CH:39]=[CH:38][CH:37]=[CH:36][CH:35]=1.C(C(CCC)[O-])(C)(C)C.[K+], predict the reaction product. The product is: [NH2:20][S:17]([C:11]1[C:10]([Cl:21])=[CH:9][C:8]([NH:7][CH2:6][C:3]2[O:4][CH:5]=[CH:1][CH:2]=2)=[C:13]([CH:12]=1)[C:14]([O:16][CH2:41][CH2:40][C:34]1[CH:39]=[CH:38][CH:37]=[CH:36][CH:35]=1)=[O:15])(=[O:19])=[O:18]. (2) Given the reactants [CH2:1]([O:8][C:9]([NH:11][C:12]12[CH2:19][C:16](C(O)=O)([CH2:17][CH2:18]1)[CH2:15][CH2:14][CH2:13]2)=[O:10])[C:2]1[CH:7]=[CH:6][CH:5]=[CH:4][CH:3]=1.C1C=CC(OP(OC2C=CC=CC=2)([N:32]=[N+]=[N-])=O)=CC=1.C(N(CC)CC)C.[Si](O[K])(C)(C)C, predict the reaction product. The product is: [NH2:32][C:16]12[CH2:19][C:12]([NH:11][C:9](=[O:10])[O:8][CH2:1][C:2]3[CH:7]=[CH:6][CH:5]=[CH:4][CH:3]=3)([CH2:18][CH2:17]1)[CH2:13][CH2:14][CH2:15]2. (3) Given the reactants Br[C:2]1[CH:3]=[C:4]([C:9]2[N:10]=[C:11]([C:15]3[CH:20]=[CH:19][C:18]([F:21])=[CH:17][C:16]=3[F:22])[N:12]=[N:13][CH:14]=2)[CH:5]=[CH:6][C:7]=1[F:8].[Cl-].[Li+].[F:25][C:26]1[CH:27]=[N:28][CH:29]=[CH:30][C:31]=1[Sn](CCCC)(CCCC)CCCC, predict the reaction product. The product is: [F:22][C:16]1[CH:17]=[C:18]([F:21])[CH:19]=[CH:20][C:15]=1[C:11]1[N:12]=[N:13][CH:14]=[C:9]([C:4]2[CH:5]=[CH:6][C:7]([F:8])=[C:2]([C:31]3[CH:30]=[CH:29][N:28]=[CH:27][C:26]=3[F:25])[CH:3]=2)[N:10]=1. (4) Given the reactants C(OP(=O)(OCC)O[CH2:6]/[CH:7]=[CH:8]/[C:9](=[O:16])[N:10]1[CH2:15][CH2:14][CH2:13][CH2:12][CH2:11]1)C.[CH3:21][O:22][C:23]1[CH:30]=[CH:29][C:28]([O:31][CH3:32])=[CH:27][C:24]=1[CH:25]=O.CC(C)([O-])C.[K+], predict the reaction product. The product is: [CH3:21][O:22][C:23]1[CH:30]=[CH:29][C:28]([O:31][CH3:32])=[CH:27][C:24]=1/[CH:25]=[CH:6]/[CH:7]=[CH:8]/[C:9]([N:10]1[CH2:11][CH2:12][CH2:13][CH2:14][CH2:15]1)=[O:16]. (5) Given the reactants [CH3:1][C:2]1([C:7]2[CH:11]=[C:10]([CH2:12][N:13]3[N:17]=[C:16]([NH2:18])[CH:15]=[N:14]3)[O:9][N:8]=2)[O:6]CCO1.[C:19]1([C:25]2[O:29][CH:28]=[N:27][C:26]=2[C:30](O)=[O:31])[CH:24]=[CH:23][CH:22]=[CH:21][CH:20]=1, predict the reaction product. The product is: [C:2]([C:7]1[CH:11]=[C:10]([CH2:12][N:13]2[N:17]=[C:16]([NH:18][C:30]([C:26]3[N:27]=[CH:28][O:29][C:25]=3[C:19]3[CH:20]=[CH:21][CH:22]=[CH:23][CH:24]=3)=[O:31])[CH:15]=[N:14]2)[O:9][N:8]=1)(=[O:6])[CH3:1]. (6) Given the reactants [Cl:1][C:2]1[C:7]([Cl:8])=[C:6]([S:9](=[O:18])(=[O:17])[NH:10][C@@H:11]([CH3:16])[C:12]([F:15])([F:14])[F:13])[CH:5]=[CH:4][C:3]=1[C:19]1[S:23][C:22]([C:24]([O:26][CH2:27][CH3:28])=[O:25])=[N:21][C:20]=1[C:29](O)=[O:30].[CH2:32]([NH:34][CH2:35][CH3:36])[CH3:33].CN(C(ON1N=NC2C=CC=NC1=2)=[N+](C)C)C.F[P-](F)(F)(F)(F)F.O, predict the reaction product. The product is: [Cl:1][C:2]1[C:7]([Cl:8])=[C:6]([S:9](=[O:18])(=[O:17])[NH:10][C@@H:11]([CH3:16])[C:12]([F:14])([F:15])[F:13])[CH:5]=[CH:4][C:3]=1[C:19]1[S:23][C:22]([C:24]([O:26][CH2:27][CH3:28])=[O:25])=[N:21][C:20]=1[C:29](=[O:30])[N:34]([CH2:35][CH3:36])[CH2:32][CH3:33].